This data is from Reaction yield outcomes from USPTO patents with 853,638 reactions. The task is: Predict the reaction yield, written as a fraction of the theoretical maximum amount of product (1.0 means a 100% yield; for example, 0.34 means a 34% yield). (1) The reactants are [CH:1]([C:3]1[CH:4]=[C:5]2[C:9](=[CH:10][CH:11]=1)[NH:8][CH:7]=[CH:6]2)=[CH2:2].[C:12](O[C:12]([O:14][C:15]([CH3:18])([CH3:17])[CH3:16])=[O:13])([O:14][C:15]([CH3:18])([CH3:17])[CH3:16])=[O:13]. The catalyst is CC#N.CN(C1C=CN=CC=1)C.C(Cl)Cl. The product is [C:15]([O:14][C:12]([N:8]1[C:9]2[C:5](=[CH:4][C:3]([CH:1]=[CH2:2])=[CH:11][CH:10]=2)[CH:6]=[CH:7]1)=[O:13])([CH3:18])([CH3:17])[CH3:16]. The yield is 0.590. (2) The reactants are [NH:1]1[CH:5]=[CH:4][CH:3]=[N:2]1.C(=O)([O-])[O-].[K+].[K+].CN(C)C=O.[Br:17][C:18]1[N:23]=[C:22](S(C)(=O)=O)[N:21]=[C:20]([NH:28][CH2:29][C:30]([F:33])([F:32])[F:31])[C:19]=1[CH:34]([CH2:36][CH3:37])[CH3:35]. The catalyst is O. The product is [Br:17][C:18]1[N:23]=[C:22]([N:1]2[CH:5]=[CH:4][CH:3]=[N:2]2)[N:21]=[C:20]([NH:28][CH2:29][C:30]([F:33])([F:32])[F:31])[C:19]=1[CH:34]([CH2:36][CH3:37])[CH3:35]. The yield is 0.620.